This data is from Catalyst prediction with 721,799 reactions and 888 catalyst types from USPTO. The task is: Predict which catalyst facilitates the given reaction. (1) Reactant: [F:1][CH:2]([F:5])[CH2:3][OH:4].CC([O-])(C)C.[K+].F[C:13]1[CH:23]=[CH:22][C:21]([N+:24]([O-:26])=[O:25])=[CH:20][C:14]=1[C:15]([O:17][CH2:18][CH3:19])=[O:16]. Product: [F:1][CH:2]([F:5])[CH2:3][O:4][C:13]1[CH:23]=[CH:22][C:21]([N+:24]([O-:26])=[O:25])=[CH:20][C:14]=1[C:15]([O:17][CH2:18][CH3:19])=[O:16]. The catalyst class is: 20. (2) Reactant: [CH2:1]([C:3]1[CH:8]=[C:7]([CH3:9])[CH:6]=[C:5]([CH2:10][CH3:11])[C:4]=1[C:12](=[O:18])[C:13]([N:15]([CH3:17])[NH2:16])=[O:14])[CH3:2].[CH3:19][S:20]([CH2:23][C:24](=O)[CH3:25])(=[O:22])=[O:21]. Product: [CH2:1]([C:3]1[CH:8]=[C:7]([CH3:9])[CH:6]=[C:5]([CH2:10][CH3:11])[C:4]=1[C:12](=[O:18])[C:13]([N:15]([CH3:17])[N:16]=[C:24]([CH3:25])[CH2:23][S:20]([CH3:19])(=[O:22])=[O:21])=[O:14])[CH3:2]. The catalyst class is: 7. (3) Reactant: [Br:1][C:2]1[CH:7]=[C:6]([F:8])[CH:5]=[CH:4][C:3]=1[C:9]([CH3:15])([CH3:14])[CH2:10][C:11]([OH:13])=O.C1(C)C=CC=CC=1.[F:23][C:24]([F:35])([F:34])C(OC(=O)[C:24]([F:35])([F:34])[F:23])=O. Product: [F:23][C:24]([F:35])([F:34])[C:11](=[O:13])[CH2:10][C:9]([C:3]1[CH:4]=[CH:5][C:6]([F:8])=[CH:7][C:2]=1[Br:1])([CH3:15])[CH3:14]. The catalyst class is: 17. (4) Reactant: [CH3:1][NH2:2].[CH3:3][O:4][C:5](=[O:21])[C:6]1[CH:11]=[C:10]([N+:12]([O-:14])=[O:13])[C:9](Cl)=[N:8][C:7]=1[O:16][CH2:17][CH:18]([F:20])[F:19]. Product: [CH3:3][O:4][C:5](=[O:21])[C:6]1[CH:11]=[C:10]([N+:12]([O-:14])=[O:13])[C:9]([NH:2][CH3:1])=[N:8][C:7]=1[O:16][CH2:17][CH:18]([F:20])[F:19]. The catalyst class is: 1. (5) Reactant: Cl[C:2]1[N:7]=[C:6]([S:8][CH3:9])[N:5]=[C:4]([CH2:10][N:11]2[CH2:16][CH2:15][O:14][CH2:13][CH2:12]2)[CH:3]=1.[NH3:17]. Product: [CH3:9][S:8][C:6]1[N:7]=[C:2]([NH2:17])[CH:3]=[C:4]([CH2:10][N:11]2[CH2:16][CH2:15][O:14][CH2:13][CH2:12]2)[N:5]=1. The catalyst class is: 32.